Dataset: Forward reaction prediction with 1.9M reactions from USPTO patents (1976-2016). Task: Predict the product of the given reaction. (1) The product is: [CH2:1]([O:3][C:4](=[O:19])[C:5]([CH3:18])([CH3:17])[CH2:6][CH2:7][CH2:8][CH:9]([Br:20])[C:10]1[CH:15]=[CH:14][CH:13]=[CH:12][C:11]=1[Cl:16])[CH3:2]. Given the reactants [CH2:1]([O:3][C:4](=[O:19])[C:5]([CH3:18])([CH3:17])[CH2:6][CH2:7][CH:8]=[CH:9][C:10]1[CH:15]=[CH:14][CH:13]=[CH:12][C:11]=1[Cl:16])[CH3:2].[BrH:20], predict the reaction product. (2) Given the reactants [N:1]1([C:7]2[CH:15]=[CH:14][C:10]([C:11]([OH:13])=[O:12])=[CH:9][CH:8]=2)[CH2:6][CH2:5][O:4][CH2:3][CH2:2]1.C(=O)([O-])[O-].[Pb+2].[I-].[C:22]1([S+:28]([C:35]2[CH:40]=[CH:39][CH:38]=[CH:37][CH:36]=2)[C:29]2[CH:34]=[CH:33][CH:32]=[CH:31][CH:30]=2)[CH:27]=[CH:26][CH:25]=[CH:24][CH:23]=1, predict the reaction product. The product is: [N:1]1([C:7]2[CH:8]=[CH:9][C:10]([C:11]([O-:13])=[O:12])=[CH:14][CH:15]=2)[CH2:2][CH2:3][O:4][CH2:5][CH2:6]1.[C:35]1([S+:28]([C:22]2[CH:23]=[CH:24][CH:25]=[CH:26][CH:27]=2)[C:29]2[CH:34]=[CH:33][CH:32]=[CH:31][CH:30]=2)[CH:36]=[CH:37][CH:38]=[CH:39][CH:40]=1. (3) Given the reactants [CH:1]1([O:6][C:7]2[CH:8]=[C:9]([C:15]3[CH2:19][C:18]4([CH2:23][CH2:22][O:21][C:20]4=[O:24])[O:17][N:16]=3)[CH:10]=[CH:11][C:12]=2[O:13][CH3:14])[CH2:5][CH2:4][CH2:3][CH2:2]1.[NH3:25], predict the reaction product. The product is: [CH:1]1([O:6][C:7]2[CH:8]=[C:9]([C:15]3[CH2:19][C:18]([CH2:23][CH2:22][OH:21])([C:20]([NH2:25])=[O:24])[O:17][N:16]=3)[CH:10]=[CH:11][C:12]=2[O:13][CH3:14])[CH2:5][CH2:4][CH2:3][CH2:2]1. (4) The product is: [C:25]([O:24][C:22]([N:7]([CH2:6][C:5]1[CH:4]=[CH:3][C:2]([F:1])=[CH:14][CH:13]=1)[CH2:8][C:9]([O:11][CH3:12])=[O:10])=[O:23])([CH3:28])([CH3:27])[CH3:26]. Given the reactants [F:1][C:2]1[CH:14]=[CH:13][C:5]([CH2:6][NH:7][CH2:8][C:9]([O:11][CH3:12])=[O:10])=[CH:4][CH:3]=1.C(N(CC)CC)C.[C:22](O[C:22]([O:24][C:25]([CH3:28])([CH3:27])[CH3:26])=[O:23])([O:24][C:25]([CH3:28])([CH3:27])[CH3:26])=[O:23].C1COCC1, predict the reaction product. (5) Given the reactants P(Cl)(Cl)([Cl:3])=O.ClC1C=CC([C:13]2[N:17]([C:18]3[CH:23]=[CH:22][CH:21]=[CH:20][C:19]=3[Cl:24])[N:16]=[C:15]([CH:25]([S:29]([C:32]3[CH:37]=[CH:36][C:35]([CH3:38])=[CH:34][CH:33]=3)(=[O:31])=[O:30])[NH:26][CH:27]=O)[C:14]=2[CH3:39])=CC=1.N1C(C)=CC=C[C:41]=1[CH3:47].[CH2:48]1[CH2:52]O[CH2:50][CH2:49]1, predict the reaction product. The product is: [Cl:3][C:48]1[CH:52]=[CH:47][C:41]([C:37]2[C:32]([S:29]([CH:25]([N:26]=[CH2:27])[C:15]3[C:14]([CH3:39])=[CH:13][N:17]([C:18]4[CH:23]=[CH:22][CH:21]=[CH:20][C:19]=4[Cl:24])[N:16]=3)(=[O:31])=[O:30])=[CH:33][CH:34]=[C:35]([CH3:38])[CH:36]=2)=[CH:50][CH:49]=1.